This data is from Peptide-MHC class I binding affinity with 185,985 pairs from IEDB/IMGT. The task is: Regression. Given a peptide amino acid sequence and an MHC pseudo amino acid sequence, predict their binding affinity value. This is MHC class I binding data. (1) The binding affinity (normalized) is 0.0847. The MHC is HLA-B07:02 with pseudo-sequence HLA-B07:02. The peptide sequence is FHGVAKNPV. (2) The peptide sequence is HIIDSFNIR. The MHC is HLA-A02:02 with pseudo-sequence HLA-A02:02. The binding affinity (normalized) is 0.326. (3) The MHC is HLA-A11:01 with pseudo-sequence HLA-A11:01. The binding affinity (normalized) is 0. The peptide sequence is TAFTIPST. (4) The peptide sequence is VVNARLRAK. The MHC is HLA-A68:01 with pseudo-sequence HLA-A68:01. The binding affinity (normalized) is 0.167. (5) The peptide sequence is ELRSRYWAI. The MHC is HLA-B08:02 with pseudo-sequence HLA-B08:02. The binding affinity (normalized) is 0.573. (6) The peptide sequence is DTAKPTSVY. The MHC is HLA-A80:01 with pseudo-sequence HLA-A80:01. The binding affinity (normalized) is 0.213. (7) The binding affinity (normalized) is 0.767. The peptide sequence is YVFSGDPLK. The MHC is HLA-A68:01 with pseudo-sequence HLA-A68:01.